Dataset: Forward reaction prediction with 1.9M reactions from USPTO patents (1976-2016). Task: Predict the product of the given reaction. Given the reactants [CH3:1][C:2]1([CH3:16])[C:6]([CH3:8])([CH3:7])[O:5][CH:4]([C:9]2[CH:14]=[CH:13][C:12]([OH:15])=[CH:11][CH:10]=2)[O:3]1.C([O-])([O-])=O.[Cs+].[Cs+].Br[CH2:24][C:25]([O:27][CH2:28][CH3:29])=[O:26], predict the reaction product. The product is: [CH2:28]([O:27][C:25](=[O:26])[CH2:24][O:15][C:12]1[CH:13]=[CH:14][C:9]([CH:4]2[O:3][C:2]([CH3:16])([CH3:1])[C:6]([CH3:7])([CH3:8])[O:5]2)=[CH:10][CH:11]=1)[CH3:29].